Dataset: Forward reaction prediction with 1.9M reactions from USPTO patents (1976-2016). Task: Predict the product of the given reaction. (1) Given the reactants CO[C:3]([C:5]1[CH:6]=[CH:7][CH:8]=[C:9]2[O:13][C:12]([NH:14][CH:15]3[CH2:20][CH2:19][N:18]([C:21]([O:23][C:24]([CH3:27])([CH3:26])[CH3:25])=[O:22])[CH2:17][CH2:16]3)=[N:11][C:10]=12)=[O:4].C(OC(N1CCC(NC2OC3C(=C(C(O)=O)C=CC=3)N=2)CC1)=O)(C)(C)C.[NH2:54][C:55]1[CH:56]=[N:57][CH:58]=[CH:59][CH:60]=1.ClC1N=C(OC)N=C(OC)N=1.CN1CCOCC1, predict the reaction product. The product is: [C:24]([O:23][C:21]([N:18]1[CH2:19][CH2:20][CH:15]([NH:14][C:12]2[O:13][C:9]3[CH:8]=[CH:7][CH:6]=[C:5]([C:3](=[O:4])[NH:54][C:55]4[CH:56]=[N:57][CH:58]=[CH:59][CH:60]=4)[C:10]=3[N:11]=2)[CH2:16][CH2:17]1)=[O:22])([CH3:25])([CH3:26])[CH3:27]. (2) Given the reactants Cl.C(OC([N:9]1[CH2:14][CH2:13][CH:12]([O:15][C:16]2[CH:21]=[CH:20][C:19]([Cl:22])=[CH:18][C:17]=2[NH:23][C:24]([C:26]2[CH:27]=[N:28][N:29]3[CH:34]=[CH:33][CH:32]=[N:31][C:30]=23)=[O:25])[CH2:11][CH2:10]1)=O)(C)(C)C, predict the reaction product. The product is: [ClH:22].[Cl:22][C:19]1[CH:20]=[CH:21][C:16]([O:15][CH:12]2[CH2:13][CH2:14][NH:9][CH2:10][CH2:11]2)=[C:17]([NH:23][C:24]([C:26]2[CH:27]=[N:28][N:29]3[CH:34]=[CH:33][CH:32]=[N:31][C:30]=23)=[O:25])[CH:18]=1.